This data is from Full USPTO retrosynthesis dataset with 1.9M reactions from patents (1976-2016). The task is: Predict the reactants needed to synthesize the given product. (1) Given the product [CH3:4][N:5]1[CH2:10][CH2:9][N:8]([C:11]([O:13][C@@H:14]2[N:23]([C:24]3[CH:25]=[CH:26][C:27]([Cl:30])=[CH:28][N:29]=3)[C:21](=[O:22])[C:16]3[N:17]=[CH:18][CH:19]=[N:20][C:15]2=3)=[O:12])[CH2:7][CH2:6]1, predict the reactants needed to synthesize it. The reactants are: ClCCl.[CH3:4][N:5]1[CH2:10][CH2:9][N:8]([C:11]([O:13][CH:14]2[N:23]([C:24]3[CH:25]=[CH:26][C:27]([Cl:30])=[CH:28][N:29]=3)[C:21](=[O:22])[C:16]3[N:17]=[CH:18][CH:19]=[N:20][C:15]2=3)=[O:12])[CH2:7][CH2:6]1.C(OC(=O)C(C(C(OC(=O)C1C=CC=CC=1)=O)O)O)(=O)C1C=CC=CC=1.C(=O)(O)[O-].[Na+]. (2) Given the product [OH:55][CH2:53][CH2:20][N:21]1[CH:30]=[CH:29][C:28]2[N:27]=[C:26]([C:31]3[CH:38]=[CH:37][C:34]([CH2:57][N:3]4[CH2:8][CH2:7][CH:6]([C:9]5[N:13]=[C:12]([C:14]6[CH:19]=[CH:18][CH:17]=[CH:16][N:15]=6)[NH:11][N:10]=5)[CH2:5][CH2:4]4)=[CH:33][CH:32]=3)[C:25]([C:39]3[CH:40]=[CH:41][CH:42]=[CH:43][CH:44]=3)=[CH:24][C:23]=2[C:22]1=[O:45], predict the reactants needed to synthesize it. The reactants are: Cl.Cl.[NH:3]1[CH2:8][CH2:7][CH:6]([C:9]2[N:13]=[C:12]([C:14]3[CH:19]=[CH:18][CH:17]=[CH:16][N:15]=3)[NH:11][N:10]=2)[CH2:5][CH2:4]1.[CH3:20][N:21]1[CH:30]=[CH:29][C:28]2[N:27]=[C:26]([C:31]3[CH:38]=[CH:37][C:34](C=O)=[CH:33][CH:32]=3)[C:25]([C:39]3[CH:44]=[CH:43][CH:42]=[CH:41][CH:40]=3)=[CH:24][C:23]=2[C:22]1=[O:45].C(N(CC)CC)C.[C:53](O)(=[O:55])C.[C:57](O[BH-](OC(=O)C)OC(=O)C)(=O)C.[Na+]. (3) Given the product [CH3:20][Si:21]([C:24]#[C:25][C:2]1[CH:7]=[CH:6][C:5]([C:8]2[O:12][CH:11]=[N:10][CH:9]=2)=[CH:4][CH:3]=1)([CH3:23])[CH3:22], predict the reactants needed to synthesize it. The reactants are: Br[C:2]1[CH:7]=[CH:6][C:5]([C:8]2[O:12][CH:11]=[N:10][CH:9]=2)=[CH:4][CH:3]=1.CCN(CC)CC.[CH3:20][Si:21]([C:24]#[CH:25])([CH3:23])[CH3:22].